This data is from Cav3 T-type calcium channel HTS with 100,875 compounds. The task is: Binary Classification. Given a drug SMILES string, predict its activity (active/inactive) in a high-throughput screening assay against a specified biological target. The compound is S1(=O)(=O)CC(OC(=O)NCCCCCCNC(OC2CS(=O)(=O)CC2)=O)CC1. The result is 0 (inactive).